This data is from Catalyst prediction with 721,799 reactions and 888 catalyst types from USPTO. The task is: Predict which catalyst facilitates the given reaction. Reactant: Br[C:2]1[CH:7]=[CH:6][C:5]([CH:8]2[CH2:13][C:12]([S:15]([C:18]3[CH:23]=[CH:22][CH:21]=[C:20]([O:24][CH:25]([CH3:27])[CH3:26])[CH:19]=3)(=[O:17])=[O:16])([CH3:14])[CH2:11][CH2:10][O:9]2)=[C:4]([F:28])[CH:3]=1.CCN(C(C)C)C(C)C.[CH3:38][S-:39].[Na+].CC1(C)C2C(=C(P(C3C=CC=CC=3)C3C=CC=CC=3)C=CC=2)OC2C(P(C3C=CC=CC=3)C3C=CC=CC=3)=CC=CC1=2. The catalyst class is: 101. Product: [F:28][C:4]1[CH:3]=[C:2]([S:39][CH3:38])[CH:7]=[CH:6][C:5]=1[CH:8]1[CH2:13][C:12]([S:15]([C:18]2[CH:23]=[CH:22][CH:21]=[C:20]([O:24][CH:25]([CH3:27])[CH3:26])[CH:19]=2)(=[O:17])=[O:16])([CH3:14])[CH2:11][CH2:10][O:9]1.